Dataset: Experimental lipophilicity measurements (octanol/water distribution) for 4,200 compounds from AstraZeneca. Task: Regression/Classification. Given a drug SMILES string, predict its absorption, distribution, metabolism, or excretion properties. Task type varies by dataset: regression for continuous measurements (e.g., permeability, clearance, half-life) or binary classification for categorical outcomes (e.g., BBB penetration, CYP inhibition). For this dataset (lipophilicity_astrazeneca), we predict Y. The drug is O=S(=O)(Nc1cccnc1)c1ccccc1. The Y is 0.840 logD.